This data is from TCR-epitope binding with 47,182 pairs between 192 epitopes and 23,139 TCRs. The task is: Binary Classification. Given a T-cell receptor sequence (or CDR3 region) and an epitope sequence, predict whether binding occurs between them. The epitope is AIMTRCLAV. The TCR CDR3 sequence is CASSFPGLVNEQFF. Result: 0 (the TCR does not bind to the epitope).